The task is: Predict the product of the given reaction.. This data is from Forward reaction prediction with 1.9M reactions from USPTO patents (1976-2016). (1) Given the reactants Br[C:2]1[CH:3]=[C:4]([N:8]2[C:12]([CH3:13])=[CH:11][CH:10]=[C:9]2[CH3:14])[CH:5]=[CH:6][CH:7]=1.[Li]CCCC.[CH3:20][C:21]([CH3:23])=[O:22], predict the reaction product. The product is: [CH3:14][C:9]1[N:8]([C:4]2[CH:3]=[C:2]([C:21]([OH:22])([CH3:23])[CH3:20])[CH:7]=[CH:6][CH:5]=2)[C:12]([CH3:13])=[CH:11][CH:10]=1. (2) Given the reactants [O-]S([C:5](F)(F)F)(=O)=O.[OH:9][C@H:10]1[CH2:15][C@@H:14]([CH2:16][CH2:17][C@H:18]([CH3:21])[CH:19]=[CH2:20])[O:13][C@:12]([C@@H:24]2[CH2:28][S:27][C:26](=[O:29])[N:25]2[CH2:30][C:31]2[CH:36]=[CH:35][C:34]([O:37][CH3:38])=[CH:33][CH:32]=2)([O:22][CH3:23])[CH2:11]1.O[C@H:40]1[CH2:45][C@@H:44](CCCC=C)[O:43][C@:42]([C@@H:53]2[CH2:57]SC(=O)N2CC2C=CC(OC)=CC=2)(OC)[CH2:41]1, predict the reaction product. The product is: [CH3:23][O:22][C@:12]1([C@@H:24]2[CH2:28][S:27][C:26](=[O:29])[N:25]2[CH2:30][C:31]2[CH:36]=[CH:35][C:34]([O:37][CH3:38])=[CH:33][CH:32]=2)[CH2:11][C@H:10]([O:9][C:44](=[O:43])/[CH:45]=[C:40](/[CH3:5])\[CH2:41][CH2:42][CH:53]=[CH2:57])[CH2:15][C@@H:14]([CH2:16][CH2:17][C@H:18]([CH3:21])[CH:19]=[CH2:20])[O:13]1. (3) Given the reactants [Br:1][C:2]1[CH:7]=[CH:6][C:5]([O:8][CH3:9])=[C:4]([N+:10]([O-])=O)[CH:3]=1.Cl, predict the reaction product. The product is: [Br:1][C:2]1[CH:7]=[CH:6][C:5]([O:8][CH3:9])=[C:4]([NH2:10])[CH:3]=1. (4) The product is: [C:39](/[C:41](=[CH:48]\[C:49](\[CH3:64])=[CH:50]\[CH:51]([CH3:63])[CH2:52][CH:53]([CH3:62])[CH2:54][CH:55]([CH3:61])[CH2:56][CH:57]([CH3:60])[CH2:58][CH3:59])/[CH2:42][CH:43]([CH3:47])[C:44]([O:46][CH:2]([C:1]([OH:11])=[O:10])[C:3]([OH:5])=[O:4])=[O:45])([OH:38])=[O:40]. Given the reactants [C:1]([O:11]C(C)(C)C)(=[O:10])[CH2:2][C:3]([O:5]C(C)(C)C)=[O:4].C1CCN2C(=NCCC2)CC1.C(Br)(Br)(Br)Br.[Cl-].[NH4+].C([O:38][C:39](/[C:41](=[CH:48]\[C:49](\[CH3:64])=[CH:50]\[CH:51]([CH3:63])[CH2:52][CH:53]([CH3:62])[CH2:54][CH:55]([CH3:61])[CH2:56][CH:57]([CH3:60])[CH2:58][CH3:59])/[CH2:42][CH:43]([CH3:47])[C:44]([OH:46])=[O:45])=[O:40])(C)(C)C.C(=O)([O-])[O-].[K+].[K+], predict the reaction product. (5) Given the reactants [Cl:1][C:2]1[CH:3]=[C:4]([C:9]([OH:18])([CH2:14][N+:15]([O-])=O)[C:10]([F:13])([F:12])[F:11])[CH:5]=[C:6]([Cl:8])[CH:7]=1.[Sn](Cl)Cl.Cl.C(=O)([O-])[O-].[K+].[K+], predict the reaction product. The product is: [NH2:15][CH2:14][C:9]([C:4]1[CH:5]=[C:6]([Cl:8])[CH:7]=[C:2]([Cl:1])[CH:3]=1)([OH:18])[C:10]([F:12])([F:11])[F:13]. (6) The product is: [CH2:11]([O:18][CH2:19][CH2:20][O:8][CH:7]1[CH2:6][CH2:5][O:4][CH:3]1[O:2][CH3:1])[C:12]1[CH:17]=[CH:16][CH:15]=[CH:14][CH:13]=1. Given the reactants [CH3:1][O:2][CH:3]1[CH:7]([OH:8])[CH2:6][CH2:5][O:4]1.[H-].[Na+].[CH2:11]([O:18][CH2:19][CH2:20]O)[C:12]1[CH:17]=[CH:16][CH:15]=[CH:14][CH:13]=1.O, predict the reaction product. (7) The product is: [Cl:1][C:2]1[CH:7]=[CH:6][C:5]([C@:8]2([O:26][C@H:25]([CH2:27][O:28][C:29](=[O:31])[CH3:30])[C@@H:20]([O:21][C:22](=[O:24])[CH3:23])[C@H:15]([O:16][C:17](=[O:19])[CH3:18])[C@H:10]2[O:11][C:12](=[O:14])[CH3:13])[OH:9])=[CH:4][C:3]=1[CH2:32][C:33]1[CH:38]=[CH:37][C:36]([P:48]([CH3:50])([CH3:47])=[O:49])=[CH:35][CH:34]=1. Given the reactants [Cl:1][C:2]1[CH:7]=[CH:6][C:5]([C@:8]2([O:26][C@H:25]([CH2:27][O:28][C:29](=[O:31])[CH3:30])[C@@H:20]([O:21][C:22](=[O:24])[CH3:23])[C@H:15]([O:16][C:17](=[O:19])[CH3:18])[C@H:10]2[O:11][C:12](=[O:14])[CH3:13])[OH:9])=[CH:4][C:3]=1[CH2:32][C:33]1[CH:38]=[CH:37][C:36](OS(C(F)(F)F)(=O)=O)=[CH:35][CH:34]=1.[CH3:47][P:48](Cl)([CH3:50])=[O:49].C1(P(C2C=CC=CC=2)CCCCP(C2C=CC=CC=2)C2C=CC=CC=2)C=CC=CC=1.C(N(C(C)C)C(C)C)C, predict the reaction product. (8) Given the reactants [F:1][CH:2]([F:17])[O:3][C:4]1[C:5]2[N:6]([C:10](I)=[C:11]([CH:13]([CH3:15])[CH3:14])[N:12]=2)[CH:7]=[CH:8][CH:9]=1.[F:18][C:19]1[CH:20]=[CH:21][C:22]2=[C:23]([CH:39]=1)[O:24][CH2:25][C:26]1[CH:36]=[C:35]([CH:37]=[O:38])[CH:34]=[CH:33][C:27]=1/[C:28]/2=[C:29](/[CH3:32])\[C:30]#[N:31], predict the reaction product. The product is: [F:1][CH:2]([F:17])[O:3][C:4]1[C:5]2[N:6]([C:10]([CH:37]([OH:38])[C:35]3[CH:34]=[CH:33][C:27]4/[C:28](=[C:29](/[CH3:32])\[C:30]#[N:31])/[C:22]5[CH:21]=[CH:20][C:19]([F:18])=[CH:39][C:23]=5[O:24][CH2:25][C:26]=4[CH:36]=3)=[C:11]([CH:13]([CH3:15])[CH3:14])[N:12]=2)[CH:7]=[CH:8][CH:9]=1. (9) Given the reactants [F:1][C:2]1[CH:3]=[C:4]([C:10]2[CH:11]=[CH:12][C:13](=[O:16])[NH:14][N:15]=2)[CH:5]=[C:6]([F:9])[C:7]=1[F:8].O[CH2:18][C:19]1[CH:20]=[C:21]([NH:25][C:26](=[O:30])[O:27][CH2:28][CH3:29])[CH:22]=[CH:23][CH:24]=1.C1(P(C2C=CC=CC=2)C2C=CC=CC=2)C=CC=CC=1.N(C(OCC)=O)=NC(OCC)=O, predict the reaction product. The product is: [O:16]=[C:13]1[N:14]([CH2:18][C:19]2[CH:20]=[C:21]([NH:25][C:26](=[O:30])[O:27][CH2:28][CH3:29])[CH:22]=[CH:23][CH:24]=2)[N:15]=[C:10]([C:4]2[CH:5]=[C:6]([F:9])[C:7]([F:8])=[C:2]([F:1])[CH:3]=2)[CH:11]=[CH:12]1.